This data is from Reaction yield outcomes from USPTO patents with 853,638 reactions. The task is: Predict the reaction yield, written as a fraction of the theoretical maximum amount of product (1.0 means a 100% yield; for example, 0.34 means a 34% yield). (1) The reactants are CC1(C)CCCC(C)(C)N1.C([Li])CCC.[F:16][C:17]1[CH:22]=[CH:21][C:20]([CH2:23][C:24]([CH3:27])([CH3:26])[CH3:25])=[CH:19][N:18]=1.[Si:28]([O:35][C:36]1([CH2:41]/[CH:42]=[N:43]/[S:44]([C:46]([CH3:49])([CH3:48])[CH3:47])=[O:45])[CH2:39][CH:38]([CH3:40])[CH2:37]1)([C:31]([CH3:34])([CH3:33])[CH3:32])([CH3:30])[CH3:29].[NH4+].[Cl-]. The catalyst is C1COCC1. The product is [Si:28]([O:35][C:36]1([CH2:41][C@H:42]([NH:43][S:44]([C:46]([CH3:47])([CH3:49])[CH3:48])=[O:45])[C:22]2[C:17]([F:16])=[N:18][CH:19]=[C:20]([CH2:23][C:24]([CH3:27])([CH3:26])[CH3:25])[CH:21]=2)[CH2:39][CH:38]([CH3:40])[CH2:37]1)([C:31]([CH3:34])([CH3:32])[CH3:33])([CH3:30])[CH3:29]. The yield is 0.615. (2) The reactants are [Br:1][C:2]1[CH:3]=[CH:4][C:5]([F:18])=[C:6]([C@@:8]2([CH3:17])[NH:13][C:12](=O)[CH2:11][S:10](=[O:16])(=[O:15])[CH2:9]2)[CH:7]=1.F[C:20](F)(F)C(O)=O.FC(F)(F)S(O)(=O)=O.[C:34]([O-:37])([O-])=O.[Na+].[Na+]. No catalyst specified. The product is [Br:1][C:2]1[CH:3]=[CH:4][C:5]([F:18])=[C:6]([C@@:8]2([CH3:17])[NH:13][C:34](=[O:37])[C:11]([CH3:20])([CH3:12])[S:10](=[O:16])(=[O:15])[CH2:9]2)[CH:7]=1. The yield is 0.942. (3) The product is [Cl:1][C:2]1[C:15]2[C:14](=[O:16])[C:13]3[C:8](=[CH:9][CH:10]=[CH:11][CH:12]=3)[S:7][C:6]=2[C:5]([O:17][CH2:36][CH2:35][CH2:34][CH2:33][CH2:32][CH2:31][CH2:30][CH2:29][CH2:28][CH2:27][CH2:26][CH3:25])=[CH:4][CH:3]=1. The catalyst is CC(C)=O. The yield is 0.620. The reactants are [Cl:1][C:2]1[C:15]2[C:14](=[O:16])[C:13]3[C:8](=[CH:9][CH:10]=[CH:11][CH:12]=3)[S:7][C:6]=2[C:5]([OH:17])=[CH:4][CH:3]=1.C([O-])([O-])=O.[K+].[K+].Br[CH2:25][CH2:26][CH2:27][CH2:28][CH2:29][CH2:30][CH2:31][CH2:32][CH2:33][CH2:34][CH2:35][CH3:36]. (4) The reactants are [CH2:1]([Li])CCC.[C:6]([O:10][C:11]([N:13]1[C@@H:18]([C@@H:19]([O:45][CH2:46][C:47]2[CH:52]=[CH:51][CH:50]=[CH:49][CH:48]=2)[C@@H:20]([N:30]([CH2:38][C:39]2[CH:44]=[CH:43][CH:42]=[CH:41][CH:40]=2)[CH2:31][C:32]2[CH:37]=[CH:36][CH:35]=[CH:34][CH:33]=2)[CH2:21][C:22]2[CH:27]=[C:26]([F:28])[CH:25]=[C:24]([F:29])[CH:23]=2)[CH2:17][O:16][C@@H:15]([O:53][CH2:54][C:55]([CH3:58])([CH3:57])[CH3:56])[C@@H:14]1[CH3:59])=[O:12])([CH3:9])([CH3:8])[CH3:7].CC(C)([O-])C.[K+].IC.CN(P(N(C)C)N(C)C)C. The catalyst is O1CCCC1. The yield is 0.553. The product is [C:6]([O:10][C:11]([N:13]1[C@@H:18]([C@@H:19]([O:45][CH2:46][C:47]2[CH:52]=[CH:51][CH:50]=[CH:49][CH:48]=2)[C@@H:20]([N:30]([CH2:38][C:39]2[CH:40]=[CH:41][CH:42]=[CH:43][CH:44]=2)[CH2:31][C:32]2[CH:33]=[CH:34][CH:35]=[CH:36][CH:37]=2)[CH2:21][C:22]2[CH:27]=[C:26]([F:28])[C:25]([CH3:1])=[C:24]([F:29])[CH:23]=2)[CH2:17][O:16][C@@H:15]([O:53][CH2:54][C:55]([CH3:58])([CH3:57])[CH3:56])[C@@H:14]1[CH3:59])=[O:12])([CH3:8])([CH3:7])[CH3:9]. (5) The reactants are [CH3:1][O:2][C:3]1[CH:12]=[C:11]2[C:6]([N:7]=[CH:8][C:9](=[O:13])[NH:10]2)=[CH:5][CH:4]=1.CS(O[CH2:19][CH2:20][N:21]1[CH2:26][CH2:25][CH:24]([NH:27][C:28]([O:30][C:31]([CH3:34])([CH3:33])[CH3:32])=[O:29])[CH:23]([F:35])[CH2:22]1)(=O)=O.[H-].[Na+]. The catalyst is CC(C)=O. The product is [F:35][CH:23]1[CH:24]([NH:27][C:28](=[O:29])[O:30][C:31]([CH3:32])([CH3:33])[CH3:34])[CH2:25][CH2:26][N:21]([CH2:20][CH2:19][N:10]2[C:11]3[C:6](=[CH:5][CH:4]=[C:3]([O:2][CH3:1])[CH:12]=3)[N:7]=[CH:8][C:9]2=[O:13])[CH2:22]1. The yield is 0.670. (6) The reactants are [OH:1][CH:2](CO)[CH2:3][C:4]1([C:18]([O:20][C:21]([CH3:24])([CH3:23])[CH3:22])=[O:19])[CH2:8][C:7](=[O:9])[N:6]([C:10]2[C:15]([CH3:16])=[CH:14][CH:13]=[CH:12][C:11]=2[CH3:17])[CH2:5]1.O.CO. The catalyst is C1COCC1.C(OCC)(=O)C. The product is [CH3:16][C:15]1[CH:14]=[CH:13][CH:12]=[C:11]([CH3:17])[C:10]=1[N:6]1[C:7](=[O:9])[CH2:8][C:4]([CH2:3][CH:2]=[O:1])([C:18]([O:20][C:21]([CH3:23])([CH3:24])[CH3:22])=[O:19])[CH2:5]1. The yield is 0.880. (7) The reactants are [N+:1]([C:4]1[N:5]([CH2:9][CH:10]([OH:13])[CH2:11]Cl)[CH:6]=[CH:7][N:8]=1)([O-:3])=[O:2].Cl.[CH2:15]([NH2:19])[CH2:16][C:17]#[CH:18].C(=O)([O-])[O-].[K+].[K+]. The catalyst is CO. The product is [CH2:15]([NH:19][CH2:11][CH:10]([OH:13])[CH2:9][N:5]1[CH:6]=[CH:7][N:8]=[C:4]1[N+:1]([O-:3])=[O:2])[CH2:16][C:17]#[CH:18]. The yield is 0.700. (8) The reactants are [F:1][C:2]1[CH:7]=[CH:6][C:5]([CH2:8][CH:9]([CH2:14][CH2:15][CH3:16])[CH2:10][C:11]([OH:13])=O)=[CH:4][C:3]=1[O:17][CH3:18].C(Cl)(=O)C(Cl)=O.[Al+3].[Cl-].[Cl-].[Cl-]. The catalyst is C(Cl)Cl. The product is [F:1][C:2]1[CH:7]=[C:6]2[C:5]([CH2:8][CH:9]([CH2:14][CH2:15][CH3:16])[CH2:10][C:11]2=[O:13])=[CH:4][C:3]=1[O:17][CH3:18]. The yield is 0.950.